Predict the product of the given reaction. From a dataset of Forward reaction prediction with 1.9M reactions from USPTO patents (1976-2016). (1) Given the reactants [ClH:1].[CH3:2][N:3]1[C:11]2[CH:10]=[CH:9][C:8]([S:12]([C:15]3[CH:20]=[CH:19][CH:18]=[CH:17][CH:16]=3)(=[O:14])=[O:13])=[CH:7][C:6]=2[C:5]2[CH2:21][CH2:22][NH:23][CH2:24][CH2:25][C:4]1=2.C=[O:27].C([BH3-])#N.[Na+].C([O:35][CH2:36][CH3:37])(=O)C, predict the reaction product. The product is: [ClH:1].[OH:27][CH2:37][CH2:36][O:35][C:18]1[CH:19]=[CH:20][C:15]([S:12]([C:8]2[CH:9]=[CH:10][C:11]3[N:3]([CH3:2])[C:4]4[CH2:25][CH2:24][NH:23][CH2:22][CH2:21][C:5]=4[C:6]=3[CH:7]=2)(=[O:13])=[O:14])=[CH:16][CH:17]=1. (2) Given the reactants [CH3:1][C:2]1[NH:6][N:5]=[C:4]([NH:7][C:8]2[C:13]([N+:14]([O-:16])=[O:15])=[C:12]([N:17]3[CH2:22][CH2:21][O:20][CH2:19][CH2:18]3)[N:11]=[C:10](SC)[N:9]=2)[CH:3]=1.OOS([O-])=O.[K+].C([O-])(O)=O.[Na+].[F:36][C:37]1[CH:38]=[CH:39][C:40]([C@@H:43]([NH2:45])[CH3:44])=[N:41][CH:42]=1.CCN(C(C)C)C(C)C, predict the reaction product. The product is: [F:36][C:37]1[CH:38]=[CH:39][C:40]([C@@H:43]([NH:45][C:10]2[N:9]=[C:8]([NH:7][C:4]3[CH:3]=[C:2]([CH3:1])[NH:6][N:5]=3)[C:13]([N+:14]([O-:16])=[O:15])=[C:12]([N:17]3[CH2:22][CH2:21][O:20][CH2:19][CH2:18]3)[N:11]=2)[CH3:44])=[N:41][CH:42]=1. (3) Given the reactants [C:1]([O:5][C:6]([NH:8][C:9]1[S:13][N:12]=[N:11][C:10]=1[C:14]([OH:16])=O)=[O:7])([CH3:4])([CH3:3])[CH3:2].[CH3:17][N:18](C(ON1N=NC2C=CC=CC1=2)=[N+](C)C)C.[B-](F)(F)(F)F.C(N(CC)C(C)C)(C)C.CN, predict the reaction product. The product is: [CH3:17][NH:18][C:14]([C:10]1[N:11]=[N:12][S:13][C:9]=1[NH:8][C:6]([O:5][C:1]([CH3:2])([CH3:3])[CH3:4])=[O:7])=[O:16]. (4) Given the reactants [CH3:1][O:2][C:3]([C:5]1[C:6]([OH:25])=[C:7]2[C:12](=[C:13](Br)[N:14]=1)[N:11]([CH2:16][C:17]1[CH:22]=[CH:21][CH:20]=[CH:19][CH:18]=1)[C:10](=[O:23])[C:9]([CH3:24])=[CH:8]2)=[O:4].[CH3:26][Sn](C)(C)C.CCOC(C)=O.Cl, predict the reaction product. The product is: [CH3:1][O:2][C:3]([C:5]1[C:6]([OH:25])=[C:7]2[C:12](=[C:13]([CH3:26])[N:14]=1)[N:11]([CH2:16][C:17]1[CH:22]=[CH:21][CH:20]=[CH:19][CH:18]=1)[C:10](=[O:23])[C:9]([CH3:24])=[CH:8]2)=[O:4]. (5) Given the reactants C([Mg]Cl)(C)C.Br[C:7]1[CH:8]=[CH:9][C:10]([Cl:13])=[N:11][CH:12]=1.Br[C:15]1[CH:20]=[CH:19][CH:18]=[CH:17][CH:16]=1.[Cl-].[NH4+], predict the reaction product. The product is: [Cl:13][C:10]1[N:11]=[CH:12][C:7]([C:15]2[CH:20]=[CH:19][CH:18]=[CH:17][CH:16]=2)=[CH:8][CH:9]=1. (6) Given the reactants [Cl:1][C:2]1[CH:7]=[CH:6][C:5]([C:8]2([C:12](O)=[O:13])[CH2:11][CH2:10][CH2:9]2)=[CH:4][CH:3]=1.CO, predict the reaction product. The product is: [Cl:1][C:2]1[CH:3]=[CH:4][C:5]([C:8]2([CH2:12][OH:13])[CH2:11][CH2:10][CH2:9]2)=[CH:6][CH:7]=1. (7) The product is: [CH3:16][O:9][C:8]([C:6]1[CH:5]=[CH:4][CH:3]=[C:2]([CH3:1])[N:7]=1)=[O:10]. Given the reactants [CH3:1][C:2]1[N:7]=[C:6]([C:8]([OH:10])=[O:9])[CH:5]=[CH:4][CH:3]=1.S(=O)(=O)(O)O.[CH3:16]O, predict the reaction product. (8) Given the reactants [CH2:1]([NH:8][C:9]([C:11]1[C:12]([C:17]2[CH:22]=[CH:21][CH:20]=[CH:19][C:18]=2[CH2:23][NH2:24])=[CH:13][CH:14]=[CH:15][CH:16]=1)=[O:10])[C:2]1[CH:7]=[CH:6][CH:5]=[CH:4][CH:3]=1.[F:25][C:26]([F:38])([F:37])[C:27]1[CH:28]=[C:29]([S:33](Cl)(=[O:35])=[O:34])[CH:30]=[CH:31][CH:32]=1, predict the reaction product. The product is: [CH2:1]([NH:8][C:9]([C:11]1[C:12]([C:17]2[CH:22]=[CH:21][CH:20]=[CH:19][C:18]=2[CH2:23][NH:24][S:33]([C:29]2[CH:30]=[CH:31][CH:32]=[C:27]([C:26]([F:25])([F:37])[F:38])[CH:28]=2)(=[O:35])=[O:34])=[CH:13][CH:14]=[CH:15][CH:16]=1)=[O:10])[C:2]1[CH:3]=[CH:4][CH:5]=[CH:6][CH:7]=1. (9) Given the reactants [C:1]([C:3]1[CH:8]=[CH:7][C:6](B(O)O)=[CH:5][CH:4]=1)#[N:2].Br[C:13]1[CH:18]=[CH:17][C:16]([OH:19])=[C:15]([F:20])[CH:14]=1.O.[O-]P([O-])([O-])=O.[K+].[K+].[K+], predict the reaction product. The product is: [F:20][C:15]1[CH:14]=[C:13]([C:6]2[CH:7]=[CH:8][C:3]([C:1]#[N:2])=[CH:4][CH:5]=2)[CH:18]=[CH:17][C:16]=1[OH:19]. (10) Given the reactants [CH3:1][N:2]([CH3:26])[CH2:3][CH:4]([C:19]1([OH:25])[CH2:24][CH2:23][CH2:22][CH2:21][CH2:20]1)[C:5]1[CH:10]=[CH:9][C:8]([O:11]CC2C=CC=CC=2)=[CH:7][CH:6]=1, predict the reaction product. The product is: [CH3:26][N:2]([CH3:1])[CH2:3][CH:4]([C:19]1([OH:25])[CH2:20][CH2:21][CH2:22][CH2:23][CH2:24]1)[C:5]1[CH:10]=[CH:9][C:8]([OH:11])=[CH:7][CH:6]=1.